From a dataset of Cav3 T-type calcium channel HTS with 100,875 compounds. Binary Classification. Given a drug SMILES string, predict its activity (active/inactive) in a high-throughput screening assay against a specified biological target. (1) The drug is O=C1CC(CC=2NC(=C(C(C12)c1cc(OCC)c(O)cc1)C(=O)N1CCCCC1)C)(C)C. The result is 0 (inactive). (2) The molecule is S(=O)(=O)(N(Cc1ccccc1)CCC(O)=O)C. The result is 0 (inactive).